From a dataset of Full USPTO retrosynthesis dataset with 1.9M reactions from patents (1976-2016). Predict the reactants needed to synthesize the given product. (1) Given the product [Cl:1][C:2]1[CH:3]=[CH:4][C:5]2[C:15](=[C:16]3[CH2:17][CH2:18][N:19]([C:22]([O:24][CH2:25][CH3:26])=[O:23])[CH2:20][CH2:21]3)[C:10]3=[N+:11]([O-:33])[CH:12]=[CH:13][CH:14]=[C:9]3[CH2:8][CH2:7][C:6]=2[CH:27]=1, predict the reactants needed to synthesize it. The reactants are: [Cl:1][C:2]1[CH:3]=[CH:4][C:5]2[C:15](=[C:16]3[CH2:21][CH2:20][N:19]([C:22]([O:24][CH2:25][CH3:26])=[O:23])[CH2:18][CH2:17]3)[C:10]3=[N:11][CH:12]=[CH:13][CH:14]=[C:9]3[CH2:8][CH2:7][C:6]=2[CH:27]=1.ClC1C=C(C=CC=1)C(O)=[O:33]. (2) Given the product [F:1][C:2]1[CH:23]=[CH:22][C:26]([O:25][CH3:24])=[CH:4][C:3]=1[C:10]1[N:15]=[C:14]([C:16]([F:18])([F:19])[F:17])[C:85]([C@H:86]([OH:89])[CH2:87][OH:48])=[CH:12][CH:11]=1, predict the reactants needed to synthesize it. The reactants are: [F:1][C:2]1C=CC(OC)=[CH:4][C:3]=1[C:10]1[N:15]=[C:14]([C:16]([F:19])([F:18])[F:17])C(C=C)=[CH:12][CH:11]=1.[CH2:22]1[CH2:26][O:25][CH2:24][CH2:23]1.CC[C@H]1[C@H]2C[C@H]([C@H](OC3C4C(=CC=CC=4)C(O[C@H](C4C=CN=C5C=4C=C(OC)C=C5)[C@@H]4N5C[C@H](CC)[C@@H](CC5)C4)=NN=3)C3C=CN=C4C=3C=C([O:48]C)C=C4)N(CC2)C1.[CH3:85][C:86]([OH:89])(C)[CH3:87]. (3) The reactants are: [OH:1][CH2:2][CH2:3][N:4]1[CH:12]=[N:11][C:10]2[C:5]1=[N:6][CH:7]=[N:8][C:9]=2[NH2:13].CC(C)[O-].[Mg+2].CC(C)[O-].CC(C)([O-])C.[Mg+2].CC(C)([O-])C.C1(C)C=CC(S(O[CH2:44][P:45](=[O:52])([O:49]CC)[O:46]CC)(=O)=O)=CC=1.Br[Si](C)(C)C. Given the product [P:45]([CH2:44][O:1][CH2:2][CH2:3][N:4]1[CH:12]=[N:11][C:10]2[C:5]1=[N:6][CH:7]=[N:8][C:9]=2[NH2:13])([OH:52])([OH:49])=[O:46], predict the reactants needed to synthesize it. (4) Given the product [CH2:55]([N:54]([CH2:47][C:48]1[CH:53]=[CH:52][CH:51]=[CH:50][CH:49]=1)[C:23](=[O:24])[C:8]1[CH:7]=[C:6]([NH:5][CH2:4][CH2:3][CH2:2][CH3:1])[C:11]([O:12][C:41]2[CH:46]=[CH:45][CH:44]=[CH:43][CH:42]=2)=[C:10]([S:19]([NH2:22])(=[O:20])=[O:21])[CH:9]=1)[C:56]1[CH:61]=[CH:60][CH:59]=[CH:58][CH:57]=1, predict the reactants needed to synthesize it. The reactants are: [CH3:1][CH2:2][CH2:3][CH2:4][NH:5][C:6]1[CH:7]=[C:8]([C:23](O)=[O:24])[CH:9]=[C:10]([S:19]([NH2:22])(=[O:21])=[O:20])[C:11]=1[O:12]C1C=CC=CC=1.C(N=C=NCCCN(C)C)C.ON1[C:42]2[CH:43]=[CH:44][CH:45]=[CH:46][C:41]=2N=N1.[CH2:47]([NH:54][CH2:55][C:56]1[CH:61]=[CH:60][CH:59]=[CH:58][CH:57]=1)[C:48]1[CH:53]=[CH:52][CH:51]=[CH:50][CH:49]=1.[Cl-].[NH4+].